Task: Predict the reaction yield, written as a fraction of the theoretical maximum amount of product (1.0 means a 100% yield; for example, 0.34 means a 34% yield).. Dataset: Reaction yield outcomes from USPTO patents with 853,638 reactions The reactants are [N:1]([CH:4]([C:8]1[N:9]([CH2:19][C:20]2[CH:25]=[CH:24][CH:23]=[CH:22][CH:21]=2)[C:10](=[O:18])[C:11]2[C:16]([CH3:17])=[N:15][S:14][C:12]=2[N:13]=1)[CH:5]([CH3:7])[CH3:6])=[N+]=[N-]. The catalyst is CO.[Pd]. The product is [NH2:1][CH:4]([C:8]1[N:9]([CH2:19][C:20]2[CH:21]=[CH:22][CH:23]=[CH:24][CH:25]=2)[C:10](=[O:18])[C:11]2[C:16]([CH3:17])=[N:15][S:14][C:12]=2[N:13]=1)[CH:5]([CH3:7])[CH3:6]. The yield is 0.860.